From a dataset of Forward reaction prediction with 1.9M reactions from USPTO patents (1976-2016). Predict the product of the given reaction. Given the reactants [F:1][CH:2]([F:11])[N:3]1[CH:7]=[CH:6][C:5]([C:8]([OH:10])=[O:9])=[N:4]1.S(=O)(=O)(O)O.[CH3:17]O, predict the reaction product. The product is: [F:11][CH:2]([F:1])[N:3]1[CH:7]=[CH:6][C:5]([C:8]([O:10][CH3:17])=[O:9])=[N:4]1.